From a dataset of Full USPTO retrosynthesis dataset with 1.9M reactions from patents (1976-2016). Predict the reactants needed to synthesize the given product. (1) The reactants are: [CH3:1][O:2][C:3](=[O:15])[C:4]1[CH:13]=[C:12]([OH:14])[CH:11]=[C:6]([C:7]([O:9][CH3:10])=[O:8])[CH:5]=1.Br[CH2:17][CH2:18][CH2:19][CH2:20][CH2:21][CH2:22][CH2:23][CH2:24][CH2:25][CH2:26][CH2:27][CH2:28][CH2:29][CH3:30].C([O-])([O-])=O.[K+].[K+]. Given the product [CH3:10][O:9][C:7](=[O:8])[C:6]1[CH:11]=[C:12]([O:14][CH2:30][CH2:29][CH2:28][CH2:27][CH2:26][CH2:25][CH2:24][CH2:23][CH2:22][CH2:21][CH2:20][CH2:19][CH2:18][CH3:17])[CH:13]=[C:4]([C:3]([O:2][CH3:1])=[O:15])[CH:5]=1, predict the reactants needed to synthesize it. (2) Given the product [N:30]([CH2:12][CH:13]1[CH2:17][C:16]2[CH:18]=[CH:19][C:20]([Cl:29])=[C:21]([C:22]3[CH:27]=[CH:26][CH:25]=[CH:24][C:23]=3[Cl:28])[C:15]=2[O:14]1)=[N+:31]=[N-:32], predict the reactants needed to synthesize it. The reactants are: CC1C=CC(S(O[CH2:12][CH:13]2[CH2:17][C:16]3[CH:18]=[CH:19][C:20]([Cl:29])=[C:21]([C:22]4[CH:27]=[CH:26][CH:25]=[CH:24][C:23]=4[Cl:28])[C:15]=3[O:14]2)(=O)=O)=CC=1.[N-:30]=[N+:31]=[N-:32].[Na+].N(CC1CC2C=C(Cl)C=C(C3C=CSC=3)C=2O1)=[N+]=[N-]. (3) Given the product [C:1]([N:22]1[C:23]2[N:24]=[CH:25][N:26]=[C:27]([NH2:29])[C:28]=2[C:20]([C:17]2[CH:16]=[CH:15][C:14]([O:7][C:8]3[CH:13]=[CH:12][CH:11]=[CH:10][CH:9]=3)=[CH:19][CH:18]=2)=[CH:21]1)(=[O:5])[CH:2]([CH3:4])[CH3:3], predict the reactants needed to synthesize it. The reactants are: [C:1](Cl)(=[O:5])[CH:2]([CH3:4])[CH3:3].[O:7]([C:14]1[CH:19]=[CH:18][C:17]([C:20]2[C:28]3[C:27]([NH2:29])=[N:26][CH:25]=[N:24][C:23]=3[NH:22][CH:21]=2)=[CH:16][CH:15]=1)[C:8]1[CH:13]=[CH:12][CH:11]=[CH:10][CH:9]=1.CN(C)C=O. (4) Given the product [C:18]([O:22][C:23]([N:25]([OH:26])[C:5]1([CH2:4][C:3]2[CH:14]=[CH:15][CH:16]=[CH:17][C:2]=2[Cl:1])[C:6](=[O:13])[NH:7][C:8](=[O:12])[NH:9][C:10]1=[O:11])=[O:24])([CH3:21])([CH3:20])[CH3:19], predict the reactants needed to synthesize it. The reactants are: [Cl:1][C:2]1[CH:17]=[CH:16][CH:15]=[CH:14][C:3]=1[CH2:4][CH:5]1[C:10](=[O:11])[NH:9][C:8](=[O:12])[NH:7][C:6]1=[O:13].[C:18]([O:22][C:23]([NH:25][OH:26])=[O:24])([CH3:21])([CH3:20])[CH3:19].C(=O)([O-])[O-].[K+].[K+].I([O-])(=O)(=O)=O.[Na+]. (5) The reactants are: I[C:2]1[CH:11]=[CH:10][CH:9]=[C:8]2[C:3]=1[CH:4]=[CH:5][C:6](Cl)=[N:7]2.[CH3:13][C:14]1[O:15][C:16]2[C:22]([NH2:23])=[CH:21][CH:20]=[CH:19][C:17]=2[CH:18]=1.[NH2:24][C:25]1[CH:33]=[CH:32][CH:31]=[C:30]2[C:26]=1[CH:27]=[CH:28][NH:29]2. Given the product [NH:29]1[C:30]2[C:26](=[C:25]([NH:24][C:2]3[C:3]4[CH:4]=[CH:5][C:6]([NH:23][C:22]5[C:16]6[O:15][C:14]([CH3:13])=[CH:18][C:17]=6[CH:19]=[CH:20][CH:21]=5)=[N:7][C:8]=4[CH:9]=[CH:10][CH:11]=3)[CH:33]=[CH:32][CH:31]=2)[CH:27]=[CH:28]1, predict the reactants needed to synthesize it. (6) Given the product [NH2:7][CH2:8][C:9]1[CH:39]=[CH:38][C:12]2[N:13]([CH2:33][CH2:34][CH:35]([CH3:36])[CH3:37])[C:14]([CH2:16][N:17]3[C:22]4[CH:23]=[CH:24][CH:25]=[CH:26][C:21]=4[S:20](=[O:27])(=[O:28])[N:19]([CH:29]4[CH2:30][CH2:31]4)[C:18]3=[O:32])=[N:15][C:11]=2[CH:10]=1, predict the reactants needed to synthesize it. The reactants are: C(OC(=O)[NH:7][CH2:8][C:9]1[CH:39]=[CH:38][C:12]2[N:13]([CH2:33][CH2:34][CH:35]([CH3:37])[CH3:36])[C:14]([CH2:16][N:17]3[C:22]4[CH:23]=[CH:24][CH:25]=[CH:26][C:21]=4[S:20](=[O:28])(=[O:27])[N:19]([CH:29]4[CH2:31][CH2:30]4)[C:18]3=[O:32])=[N:15][C:11]=2[CH:10]=1)(C)(C)C.C1(OC)C=CC=CC=1.Cl.O1CCOCC1. (7) Given the product [Br:3][C:4]1[CH:5]=[C:6]2[C:10](=[CH:11][CH:12]=1)[N:9]([Si:16]([CH:20]([CH3:22])[CH3:21])([CH:17]([CH3:19])[CH3:18])[CH:13]([CH3:15])[CH3:14])[CH:8]=[CH:7]2, predict the reactants needed to synthesize it. The reactants are: [H-].[Na+].[Br:3][C:4]1[CH:5]=[C:6]2[C:10](=[CH:11][CH:12]=1)[NH:9][CH:8]=[CH:7]2.[CH:13]([Si:16](Cl)([CH:20]([CH3:22])[CH3:21])[CH:17]([CH3:19])[CH3:18])([CH3:15])[CH3:14].O.